From a dataset of Catalyst prediction with 721,799 reactions and 888 catalyst types from USPTO. Predict which catalyst facilitates the given reaction. (1) Reactant: F[C:2]1[N:9]=[CH:8][CH:7]=[C:6]([I:10])[C:3]=1[CH:4]=O.[NH2:11][NH2:12]. Product: [I:10][C:6]1[CH:7]=[CH:8][N:9]=[C:2]2[NH:11][N:12]=[CH:4][C:3]=12. The catalyst class is: 7. (2) Reactant: P(Cl)(Cl)(Cl)(Cl)[Cl:2].[CH3:7][C:8]1[C:17]([C:18]2[C:23]([F:24])=[CH:22][C:21]([F:25])=[CH:20][C:19]=2[F:26])=[C:16](O)[C:15]2[C:10](=[N:11][C:12]([CH3:28])=[CH:13][CH:14]=2)[N:9]=1.C(=O)([O-])[O-].[Na+].[Na+]. Product: [Cl:2][C:16]1[C:15]2[C:10](=[N:11][C:12]([CH3:28])=[CH:13][CH:14]=2)[N:9]=[C:8]([CH3:7])[C:17]=1[C:18]1[C:23]([F:24])=[CH:22][C:21]([F:25])=[CH:20][C:19]=1[F:26]. The catalyst class is: 286. (3) Reactant: [F:1][C:2]([F:41])([F:40])[C:3]1[CH:4]=[C:5]([C@H:13]2[O:17][C:16](=[O:18])[N:15]([CH2:19][C:20]3[C:21]([NH:30][CH:31]4[CH2:36][CH2:35][NH:34][CH:33]([CH2:37][CH3:38])[CH2:32]4)=[N:22][CH:23]=[C:24]([C:26]([F:29])([F:28])[F:27])[CH:25]=3)[C@H:14]2[CH3:39])[CH:6]=[C:7]([C:9]([F:12])([F:11])[F:10])[CH:8]=1.[C:42](Cl)(=[O:44])[CH3:43]. The catalyst class is: 4. Product: [F:10][C:9]([F:12])([F:11])[C:7]1[CH:6]=[C:5]([C@H:13]2[O:17][C:16](=[O:18])[N:15]([CH2:19][C:20]3[C:21]([NH:30][CH:31]4[CH2:36][CH2:35][N:34]([C:42](=[O:44])[CH3:43])[CH:33]([CH2:37][CH3:38])[CH2:32]4)=[N:22][CH:23]=[C:24]([C:26]([F:28])([F:29])[F:27])[CH:25]=3)[C@H:14]2[CH3:39])[CH:4]=[C:3]([C:2]([F:1])([F:40])[F:41])[CH:8]=1. (4) Reactant: [Br:1][C:2]1[CH:3]=[C:4]([C:9](=[O:14])[CH:10]=[C:11]([CH3:13])[CH3:12])[CH:5]=[CH:6][C:7]=1[CH3:8].ClC1C=CC=C(C(OO)=[O:23])C=1.O. Product: [Br:1][C:2]1[CH:3]=[C:4]([C:9]([CH:10]2[C:11]([CH3:12])([CH3:13])[O:23]2)=[O:14])[CH:5]=[CH:6][C:7]=1[CH3:8]. The catalyst class is: 2.